From a dataset of Forward reaction prediction with 1.9M reactions from USPTO patents (1976-2016). Predict the product of the given reaction. (1) Given the reactants [CH2:1]([N:3]1[C:7](=[O:8])[C:6]2=[CH:9][CH:10]=[CH:11][CH:12]=[C:5]2[C:4]1=[O:13])[CH3:2], predict the reaction product. The product is: [OH:8][CH:7]1[C:6]2[C:5](=[CH:12][CH:11]=[CH:10][CH:9]=2)[C:4](=[O:13])[N:3]1[CH2:1][CH3:2]. (2) Given the reactants [CH3:1][O:2][NH:3][C:4](=[O:24])[C:5]1[CH:10]=[C:9](/[CH:11]=[CH:12]/B2OC(C)(C)C(C)(C)O2)[CH:8]=[C:7]([O:22][CH3:23])[CH:6]=1.Br[C:26]1[CH:27]=[N:28][C:29]([NH:32][C:33]2[CH:38]=[CH:37][CH:36]=[C:35]([N:39]3[CH2:44][CH2:43][N:42]([CH2:45][CH3:46])[CH2:41][CH2:40]3)[CH:34]=2)=[N:30][CH:31]=1.C([O-])([O-])=O.[Na+].[Na+], predict the reaction product. The product is: [CH2:45]([N:42]1[CH2:41][CH2:40][N:39]([C:35]2[CH:34]=[C:33]([NH:32][C:29]3[N:28]=[CH:27][C:26](/[CH:12]=[CH:11]/[C:9]4[CH:10]=[C:5]([CH:6]=[C:7]([O:22][CH3:23])[CH:8]=4)[C:4]([NH:3][O:2][CH3:1])=[O:24])=[CH:31][N:30]=3)[CH:38]=[CH:37][CH:36]=2)[CH2:44][CH2:43]1)[CH3:46]. (3) The product is: [C:3]([Si:7]([CH3:26])([CH3:25])[O:8][C@H:9]1[CH2:13][N:12]([C:14]([O:16][C:17]([CH3:19])([CH3:18])[CH3:20])=[O:15])[C@@H:11]([CH2:21][OH:22])[CH2:10]1)([CH3:6])([CH3:5])[CH3:4]. Given the reactants [BH4-].[Li+].[C:3]([Si:7]([CH3:26])([CH3:25])[O:8][C@H:9]1[CH2:13][N:12]([C:14]([O:16][C:17]([CH3:20])([CH3:19])[CH3:18])=[O:15])[C@@H:11]([C:21](OC)=[O:22])[CH2:10]1)([CH3:6])([CH3:5])[CH3:4], predict the reaction product. (4) Given the reactants [CH:1]1([N:4]2[CH2:9][CH2:8][CH:7]([C:10]3[CH:15]=[CH:14][C:13]([N+:16]([O-])=O)=[CH:12][CH:11]=3)[CH2:6][CH2:5]2)[CH2:3][CH2:2]1.[H][H], predict the reaction product. The product is: [CH:1]1([N:4]2[CH2:9][CH2:8][CH:7]([C:10]3[CH:11]=[CH:12][C:13]([NH2:16])=[CH:14][CH:15]=3)[CH2:6][CH2:5]2)[CH2:3][CH2:2]1. (5) Given the reactants [Br:1][C:2]1[CH:7]=[CH:6][C:5]([OH:8])=[C:4]([O:9][CH3:10])[CH:3]=1.C([O-])([O-])=O.[K+].[K+].[CH2:17](Br)[CH:18]=[CH2:19].O, predict the reaction product. The product is: [CH2:19]([O:8][C:5]1[CH:6]=[CH:7][C:2]([Br:1])=[CH:3][C:4]=1[O:9][CH3:10])[CH:18]=[CH2:17]. (6) Given the reactants [Cl:1][C:2]1[C:7]([N:8]2[CH2:13][CH2:12][CH:11]([C:14]3[C:19]([O:20][CH3:21])=[CH:18][CH:17]=[CH:16][C:15]=3[F:22])[CH2:10][CH2:9]2)=[CH:6][N:5]=[N:4][C:3]=1[NH:23][NH:24][C:25](=O)[CH2:26][CH:27]1[CH2:29][CH2:28]1.CC[N+](S(N=C(OC)[O-])(=O)=O)(CC)CC, predict the reaction product. The product is: [Cl:1][C:2]1[C:3]2[N:4]([C:25]([CH2:26][CH:27]3[CH2:28][CH2:29]3)=[N:24][N:23]=2)[N:5]=[CH:6][C:7]=1[N:8]1[CH2:13][CH2:12][CH:11]([C:14]2[C:19]([O:20][CH3:21])=[CH:18][CH:17]=[CH:16][C:15]=2[F:22])[CH2:10][CH2:9]1. (7) Given the reactants [C:1]([C@H:5]1[C@@H:11]([C:12]2[CH:17]=[CH:16][C:15]([F:18])=[CH:14][CH:13]=2)[CH2:10][C@H:9]2[N:19]([CH3:20])[C@@H:6]1[CH2:7][CH2:8]2)([O:3]C)=[O:2], predict the reaction product. The product is: [C:1]([C@H:5]1[C@@H:11]([C:12]2[CH:13]=[CH:14][C:15]([F:18])=[CH:16][CH:17]=2)[CH2:10][C@H:9]2[N:19]([CH3:20])[C@@H:6]1[CH2:7][CH2:8]2)([OH:3])=[O:2]. (8) Given the reactants [NH2:1][CH2:2][C:3]1[CH:8]=[CH:7][C:6]([NH:9][C:10]([NH:12][CH2:13][C:14]2[CH:19]=[CH:18][CH:17]=[CH:16][CH:15]=2)=[O:11])=[CH:5][CH:4]=1.[CH:20](=O)[C:21]1[CH:26]=[CH:25][CH:24]=[CH:23][CH:22]=1.C(N(CC)CC)C.C(O[BH-](OC(=O)C)OC(=O)C)(=O)C.[Na+], predict the reaction product. The product is: [CH2:13]([NH:12][C:10]([NH:9][C:6]1[CH:5]=[CH:4][C:3]([CH2:2][NH:1][CH2:20][C:21]2[CH:26]=[CH:25][CH:24]=[CH:23][CH:22]=2)=[CH:8][CH:7]=1)=[O:11])[C:14]1[CH:15]=[CH:16][CH:17]=[CH:18][CH:19]=1. (9) Given the reactants [Cl:1][C:2]1[CH:7]=[CH:6][CH:5]=[CH:4][C:3]=1[CH:8]1[C:13]([C:14]#[N:15])=[C:12](/[CH:16]=[CH:17]/[C:18]([O:20][CH2:21][CH3:22])=[O:19])[NH:11][C:10]2=[N:23][NH:24][CH:25]=[C:9]12, predict the reaction product. The product is: [Cl:1][C:2]1[CH:7]=[CH:6][CH:5]=[CH:4][C:3]=1[CH:8]1[C:13]([C:14]#[N:15])=[C:12]([CH2:16][CH2:17][C:18]([O:20][CH2:21][CH3:22])=[O:19])[NH:11][C:10]2=[N:23][NH:24][CH:25]=[C:9]12.